This data is from Full USPTO retrosynthesis dataset with 1.9M reactions from patents (1976-2016). The task is: Predict the reactants needed to synthesize the given product. (1) Given the product [ClH:39].[ClH:1].[ClH:39].[CH3:3][O:4][C:5]1[C:10]([O:11][CH3:12])=[CH:9][CH:8]=[CH:7][C:6]=1[N:13]([CH:33]1[CH2:34][CH2:35][N:36]([CH2:40][C:41]2[CH:46]=[CH:45][N:44]=[C:43]([C:47]3[CH:52]=[C:51]([O:53][CH3:54])[C:50]([O:55][CH3:56])=[C:49]([O:57][CH3:58])[CH:48]=3)[CH:42]=2)[CH2:37][CH2:38]1)[CH2:14][C:15]1[CH:20]=[CH:19][N:18]=[C:17]([C:21]2[CH:26]=[C:25]([O:27][CH3:28])[C:24]([O:29][CH3:30])=[C:23]([O:31][CH3:32])[CH:22]=2)[CH:16]=1, predict the reactants needed to synthesize it. The reactants are: [ClH:1].Cl.[CH3:3][O:4][C:5]1[C:10]([O:11][CH3:12])=[CH:9][CH:8]=[CH:7][C:6]=1[N:13]([CH:33]1[CH2:38][CH2:37][NH:36][CH2:35][CH2:34]1)[CH2:14][C:15]1[CH:20]=[CH:19][N:18]=[C:17]([C:21]2[CH:26]=[C:25]([O:27][CH3:28])[C:24]([O:29][CH3:30])=[C:23]([O:31][CH3:32])[CH:22]=2)[CH:16]=1.[Cl:39][CH2:40][C:41]1[CH:46]=[CH:45][N:44]=[C:43]([C:47]2[CH:52]=[C:51]([O:53][CH3:54])[C:50]([O:55][CH3:56])=[C:49]([O:57][CH3:58])[CH:48]=2)[CH:42]=1. (2) Given the product [CH:22]1([NH:25][C:1](=[O:8])/[CH:2]=[CH:3]/[CH:4]=[CH:5]/[CH3:6])[CH2:24][CH2:23]1, predict the reactants needed to synthesize it. The reactants are: [C:1]([OH:8])(=O)[CH:2]=[CH:3][CH:4]=[CH:5][CH3:6].ClC(OCC)=O.C(N(CC)CC)C.[CH:22]1([NH2:25])[CH2:24][CH2:23]1.[Cl-].[Na+].